From a dataset of TCR-epitope binding with 47,182 pairs between 192 epitopes and 23,139 TCRs. Binary Classification. Given a T-cell receptor sequence (or CDR3 region) and an epitope sequence, predict whether binding occurs between them. (1) Result: 0 (the TCR does not bind to the epitope). The epitope is MLNIPSINV. The TCR CDR3 sequence is CATSDWSGGPGGDEQFF. (2) The epitope is KAYNVTQAF. The TCR CDR3 sequence is CASSFPGLNSPLHF. Result: 0 (the TCR does not bind to the epitope). (3) The epitope is SEPVLKGVKL. The TCR CDR3 sequence is CASSLVWGLGTEAFF. Result: 0 (the TCR does not bind to the epitope). (4) The epitope is GPGHKARVL. The TCR CDR3 sequence is CASSPTGGPGELFF. Result: 1 (the TCR binds to the epitope). (5) The epitope is KPLEFGATSAAL. The TCR CDR3 sequence is CASSLLTDTQYF. Result: 1 (the TCR binds to the epitope). (6) The epitope is EIYKRWII. The TCR CDR3 sequence is CASSLTAGARVWQFF. Result: 1 (the TCR binds to the epitope). (7) The epitope is NEGVKAAW. The TCR CDR3 sequence is CATSTGLAGNHEQYF. Result: 0 (the TCR does not bind to the epitope). (8) Result: 1 (the TCR binds to the epitope). The TCR CDR3 sequence is CASSTRGRSNEKLFF. The epitope is LLQTGIHVRVSQPSL.